Dataset: NCI-60 drug combinations with 297,098 pairs across 59 cell lines. Task: Regression. Given two drug SMILES strings and cell line genomic features, predict the synergy score measuring deviation from expected non-interaction effect. (1) Drug 1: COC1=C(C=C2C(=C1)N=CN=C2NC3=CC(=C(C=C3)F)Cl)OCCCN4CCOCC4. Drug 2: B(C(CC(C)C)NC(=O)C(CC1=CC=CC=C1)NC(=O)C2=NC=CN=C2)(O)O. Cell line: SK-OV-3. Synergy scores: CSS=37.9, Synergy_ZIP=-4.19, Synergy_Bliss=-1.19, Synergy_Loewe=0.0804, Synergy_HSA=0.104. (2) Drug 1: COC1=NC(=NC2=C1N=CN2C3C(C(C(O3)CO)O)O)N. Drug 2: CC1=C(C(=O)C2=C(C1=O)N3CC4C(C3(C2COC(=O)N)OC)N4)N. Cell line: SN12C. Synergy scores: CSS=15.4, Synergy_ZIP=-1.80, Synergy_Bliss=1.92, Synergy_Loewe=-37.0, Synergy_HSA=-4.90. (3) Drug 1: CCCS(=O)(=O)NC1=C(C(=C(C=C1)F)C(=O)C2=CNC3=C2C=C(C=N3)C4=CC=C(C=C4)Cl)F. Drug 2: COC1=CC(=CC(=C1O)OC)C2C3C(COC3=O)C(C4=CC5=C(C=C24)OCO5)OC6C(C(C7C(O6)COC(O7)C8=CC=CS8)O)O. Cell line: COLO 205. Synergy scores: CSS=75.5, Synergy_ZIP=6.11, Synergy_Bliss=4.24, Synergy_Loewe=3.41, Synergy_HSA=8.39. (4) Drug 1: CCC1(C2=C(COC1=O)C(=O)N3CC4=CC5=C(C=CC(=C5CN(C)C)O)N=C4C3=C2)O.Cl. Drug 2: C1C(C(OC1N2C=NC(=NC2=O)N)CO)O. Cell line: SR. Synergy scores: CSS=70.1, Synergy_ZIP=-0.414, Synergy_Bliss=-0.834, Synergy_Loewe=0.890, Synergy_HSA=3.53. (5) Drug 1: CC1C(C(CC(O1)OC2CC(CC3=C2C(=C4C(=C3O)C(=O)C5=C(C4=O)C(=CC=C5)OC)O)(C(=O)CO)O)N)O.Cl. Drug 2: CC1C(C(CC(O1)OC2CC(CC3=C2C(=C4C(=C3O)C(=O)C5=C(C4=O)C(=CC=C5)OC)O)(C(=O)CO)O)N)O.Cl. Cell line: SW-620. Synergy scores: CSS=45.7, Synergy_ZIP=-4.71, Synergy_Bliss=-5.22, Synergy_Loewe=0.398, Synergy_HSA=1.58.